Dataset: TCR-epitope binding with 47,182 pairs between 192 epitopes and 23,139 TCRs. Task: Binary Classification. Given a T-cell receptor sequence (or CDR3 region) and an epitope sequence, predict whether binding occurs between them. (1) The epitope is KLNVGDYFV. The TCR CDR3 sequence is CASSFFAVRIDTQYF. Result: 1 (the TCR binds to the epitope). (2) The epitope is FLNGSCGSV. The TCR CDR3 sequence is CASSFWGEQYF. Result: 1 (the TCR binds to the epitope). (3) The TCR CDR3 sequence is CASSFSGDEQFF. The epitope is ELAGIGILTV. Result: 1 (the TCR binds to the epitope). (4) The epitope is KLSYGIATV. The TCR CDR3 sequence is CASSQEPHPTGGSYEQYF. Result: 1 (the TCR binds to the epitope).